From a dataset of NCI-60 drug combinations with 297,098 pairs across 59 cell lines. Regression. Given two drug SMILES strings and cell line genomic features, predict the synergy score measuring deviation from expected non-interaction effect. (1) Drug 1: CC1=CC2C(CCC3(C2CCC3(C(=O)C)OC(=O)C)C)C4(C1=CC(=O)CC4)C. Drug 2: CCN(CC)CCNC(=O)C1=C(NC(=C1C)C=C2C3=C(C=CC(=C3)F)NC2=O)C. Cell line: UACC-257. Synergy scores: CSS=-3.05, Synergy_ZIP=1.89, Synergy_Bliss=0.0331, Synergy_Loewe=-2.24, Synergy_HSA=-2.74. (2) Drug 1: CC1=C2C(C(=O)C3(C(CC4C(C3C(C(C2(C)C)(CC1OC(=O)C(C(C5=CC=CC=C5)NC(=O)OC(C)(C)C)O)O)OC(=O)C6=CC=CC=C6)(CO4)OC(=O)C)OC)C)OC. Drug 2: C1C(C(OC1N2C=NC(=NC2=O)N)CO)O. Cell line: UO-31. Synergy scores: CSS=43.4, Synergy_ZIP=0.860, Synergy_Bliss=0.589, Synergy_Loewe=-34.4, Synergy_HSA=3.78. (3) Drug 1: C1C(C(OC1N2C=C(C(=O)NC2=O)F)CO)O. Drug 2: C1=CN(C=N1)CC(O)(P(=O)(O)O)P(=O)(O)O. Cell line: KM12. Synergy scores: CSS=22.9, Synergy_ZIP=1.27, Synergy_Bliss=0.605, Synergy_Loewe=-10.7, Synergy_HSA=-1.34.